From a dataset of Reaction yield outcomes from USPTO patents with 853,638 reactions. Predict the reaction yield, written as a fraction of the theoretical maximum amount of product (1.0 means a 100% yield; for example, 0.34 means a 34% yield). The reactants are [CH2:1]([NH2:19])[CH2:2][CH2:3][CH2:4][CH2:5][CH2:6][CH2:7][CH2:8]/[CH:9]=[CH:10]\[CH2:11][CH2:12][CH2:13][CH2:14][CH2:15][CH2:16][CH2:17][CH3:18].[C:20]([OH:24])(=[O:23])[CH:21]=[CH2:22]. No catalyst specified. The product is [CH2:1]([NH:19][CH2:22][CH2:21][C:20]([OH:24])=[O:23])[CH2:2][CH2:3][CH2:4][CH2:5][CH2:6][CH2:7][CH2:8][CH:9]=[CH:10][CH2:11][CH2:12][CH2:13][CH2:14][CH2:15][CH2:16][CH2:17][CH3:18]. The yield is 0.920.